Dataset: Full USPTO retrosynthesis dataset with 1.9M reactions from patents (1976-2016). Task: Predict the reactants needed to synthesize the given product. Given the product [C:22]1([CH2:28][CH2:29][CH2:30][O:20][C:19](=[O:21])[CH2:18][NH:17][C:15](=[O:16])[C@H:13]([CH3:14])[NH:12][C:10](=[O:11])[CH2:9][C:4]2[CH:3]=[C:2]([F:1])[CH:7]=[C:6]([F:8])[CH:5]=2)[CH:27]=[CH:26][CH:25]=[CH:24][CH:23]=1, predict the reactants needed to synthesize it. The reactants are: [F:1][C:2]1[CH:3]=[C:4]([CH2:9][C:10]([NH:12][C@H:13]([C:15]([NH:17][CH2:18][C:19]([OH:21])=[O:20])=[O:16])[CH3:14])=[O:11])[CH:5]=[C:6]([F:8])[CH:7]=1.[C:22]1([CH2:28][CH2:29][CH2:30]O)[CH:27]=[CH:26][CH:25]=[CH:24][CH:23]=1.